From a dataset of Full USPTO retrosynthesis dataset with 1.9M reactions from patents (1976-2016). Predict the reactants needed to synthesize the given product. (1) Given the product [Br:13][C:6]1[CH:7]=[C:2]([F:1])[C:3]([O:9][CH2:10][O:11][CH3:12])=[CH:4][C:5]=1[OH:8], predict the reactants needed to synthesize it. The reactants are: [F:1][C:2]1[CH:7]=[CH:6][C:5]([OH:8])=[CH:4][C:3]=1[O:9][CH2:10][O:11][CH3:12].[Br:13]N1C(=O)CCC1=O. (2) Given the product [CH2:1]([C:3]1[CH:4]=[CH:5][C:6]([C:9]2[C:17]3[C:12](=[N:13][CH:14]=[CH:15][C:16]=3[NH:18][CH2:19][C:20]([CH3:24])([CH3:23])[CH2:21][O:22][CH2:33][CH2:32][C:31]([O:35][C:36]([CH3:39])([CH3:38])[CH3:37])=[O:34])[O:11][C:10]=2[C:25]2[CH:26]=[CH:27][CH:28]=[CH:29][CH:30]=2)=[CH:7][CH:8]=1)[CH3:2], predict the reactants needed to synthesize it. The reactants are: [CH2:1]([C:3]1[CH:8]=[CH:7][C:6]([C:9]2[C:17]3[C:12](=[N:13][CH:14]=[CH:15][C:16]=3[NH:18][CH2:19][C:20]([CH3:24])([CH3:23])[CH2:21][OH:22])[O:11][C:10]=2[C:25]2[CH:30]=[CH:29][CH:28]=[CH:27][CH:26]=2)=[CH:5][CH:4]=1)[CH3:2].[C:31]([O:35][C:36]([CH3:39])([CH3:38])[CH3:37])(=[O:34])[CH:32]=[CH2:33].[OH-].[Na+].C(O)(=O)CC(CC(O)=O)(C(O)=O)O. (3) Given the product [C:1]([O:5][C:6]([N:8]1[CH2:13][CH2:12][N:11]([C:14](=[O:24])[CH:15]([NH:19][C:20]([O:22][CH3:23])=[O:21])[CH:16]([CH3:18])[CH3:17])[CH:10]([C:25]2[NH:26][CH:27]=[C:28]([C:30]3[CH:35]=[CH:34][C:33]([C:64]#[C:63][C:60]4[CH:61]=[CH:62][C:57]([C:54]5[NH:53][C:52]([CH:48]6[CH2:49][CH2:50][CH2:51][N:47]6[C:45](=[O:46])[CH:41]([NH:40][C:39]([O:38][CH3:37])=[O:65])[CH:42]([CH3:44])[CH3:43])=[N:56][CH:55]=5)=[CH:58][CH:59]=4)=[CH:32][CH:31]=3)[N:29]=2)[CH2:9]1)=[O:7])([CH3:4])([CH3:3])[CH3:2], predict the reactants needed to synthesize it. The reactants are: [C:1]([O:5][C:6]([N:8]1[CH2:13][CH2:12][N:11]([C:14](=[O:24])[CH:15]([NH:19][C:20]([O:22][CH3:23])=[O:21])[CH:16]([CH3:18])[CH3:17])[CH:10]([C:25]2[NH:26][CH:27]=[C:28]([C:30]3[CH:35]=[CH:34][C:33](Br)=[CH:32][CH:31]=3)[N:29]=2)[CH2:9]1)=[O:7])([CH3:4])([CH3:3])[CH3:2].[CH3:37][O:38][C:39](=[O:65])[NH:40][CH:41]([C:45]([N:47]1[CH2:51][CH2:50][CH2:49][CH:48]1[C:52]1[NH:53][C:54]([C:57]2[CH:62]=[CH:61][C:60]([C:63]#[CH:64])=[CH:59][CH:58]=2)=[CH:55][N:56]=1)=[O:46])[CH:42]([CH3:44])[CH3:43].C(N(CC)CC)C. (4) Given the product [NH2:20][C:17]1[NH:16][C:15](=[O:21])[C:14]([C:12]2[CH:11]=[CH:10][C:9]3[N:5]([C:1]([CH3:2])([CH3:4])[CH3:3])[C:6]([C:23]4[CH:28]=[CH:27][CH:26]=[CH:25][C:24]=4[N:29]4[CH:33]=[N:32][CH:31]=[N:30]4)=[N:7][C:8]=3[CH:13]=2)=[CH:19][N:18]=1, predict the reactants needed to synthesize it. The reactants are: [C:1]([N:5]1[C:9]2[CH:10]=[CH:11][C:12]([C:14]3[C:15]([O:21]C)=[N:16][C:17]([NH2:20])=[N:18][CH:19]=3)=[CH:13][C:8]=2[N:7]=[C:6]1[C:23]1[CH:28]=[CH:27][CH:26]=[CH:25][C:24]=1[N:29]1[CH:33]=[N:32][CH:31]=[N:30]1)([CH3:4])([CH3:3])[CH3:2]. (5) Given the product [OH:41][C@@H:40]([C:42]1[CH:47]=[CH:46][CH:45]=[CH:44][CH:43]=1)[CH2:39][NH:38][C:16]([C@@H:9]1[CH2:10][C:11](=[N:13][O:14][CH3:15])[CH2:12][N:8]1[C:6]([C:30]1[CH:29]=[CH:28][C:27]([C:22]2[CH:23]=[CH:24][CH:25]=[CH:26][C:21]=2[C:20]([F:19])([F:36])[F:37])=[CH:32][CH:31]=1)=[O:7])=[O:18], predict the reactants needed to synthesize it. The reactants are: C(O[C:6]([N:8]1[CH2:12][C:11](=[N:13][O:14][CH3:15])[CH2:10][C@H:9]1[C:16]([OH:18])=O)=[O:7])(C)(C)C.[F:19][C:20]([F:37])([F:36])[C:21]1[CH:26]=[CH:25][CH:24]=[CH:23][C:22]=1[C:27]1[CH:32]=[CH:31][C:30](C(O)=O)=[CH:29][CH:28]=1.[NH2:38][CH2:39][C@H:40]([C:42]1[CH:47]=[CH:46][CH:45]=[CH:44][CH:43]=1)[OH:41]. (6) Given the product [NH2:26][CH:2]([C:17]1[CH:22]=[CH:21][CH:20]=[CH:19][CH:18]=1)[CH2:3][NH:4][C:5]([CH:7]1[CH2:12][CH:11]([CH3:13])[CH2:10][CH2:9][CH:8]1[CH:14]([CH3:16])[CH3:15])=[O:6], predict the reactants needed to synthesize it. The reactants are: O=[C:2]([C:17]1[CH:22]=[CH:21][CH:20]=[CH:19][CH:18]=1)[CH2:3][NH:4][C:5]([CH:7]1[CH2:12][CH:11]([CH3:13])[CH2:10][CH2:9][CH:8]1[CH:14]([CH3:16])[CH3:15])=[O:6].N.[BH3-]C#[N:26].[Na+].C([O-])(O)=O.[Na+]. (7) Given the product [C:1]([O:5][C:6]([N:8]1[CH2:13][CH2:12][CH2:11][C:10]([C:21](=[O:24])[NH2:22])([NH:14][C:15]2[CH:16]=[CH:17][CH:18]=[CH:19][CH:20]=2)[CH2:9]1)=[O:7])([CH3:4])([CH3:2])[CH3:3], predict the reactants needed to synthesize it. The reactants are: [C:1]([O:5][C:6]([N:8]1[CH2:13][CH2:12][CH2:11][C:10]([C:21]#[N:22])([NH:14][C:15]2[CH:20]=[CH:19][CH:18]=[CH:17][CH:16]=2)[CH2:9]1)=[O:7])([CH3:4])([CH3:3])[CH3:2].C(=O)([O-])[O-:24].[K+].[K+].OO.